Dataset: Forward reaction prediction with 1.9M reactions from USPTO patents (1976-2016). Task: Predict the product of the given reaction. (1) Given the reactants [CH3:1][O:2][C:3]1[CH:8]=[C:7]([CH:9]=[CH2:10])[CH:6]=[CH:5][C:4]=1[N+:11]([O-:13])=[O:12].[NH:14]1[CH2:18][CH2:17][CH2:16][CH2:15]1, predict the reaction product. The product is: [CH3:1][O:2][C:3]1[CH:8]=[C:7]([CH2:9][CH2:10][N:14]2[CH2:18][CH2:17][CH2:16][CH2:15]2)[CH:6]=[CH:5][C:4]=1[N+:11]([O-:13])=[O:12]. (2) Given the reactants [CH3:1][Si](C=[N+]=[N-])(C)C.[Br:8][C:9]1[CH:14]=[CH:13][C:12]([S:15]([NH:18][C@H:19]([CH3:22])[CH2:20][OH:21])(=[O:17])=[O:16])=[CH:11][CH:10]=1.F[B-](F)(F)F.[H+].O, predict the reaction product. The product is: [Br:8][C:9]1[CH:10]=[CH:11][C:12]([S:15]([NH:18][C@H:19]([CH3:22])[CH2:20][O:21][CH3:1])(=[O:16])=[O:17])=[CH:13][CH:14]=1. (3) The product is: [C:3]([NH2:2])(=[O:13])[C@H:4]([C:6]1[CH:11]=[CH:10][CH:9]=[CH:8][CH:7]=1)[OH:5]. Given the reactants C[NH2:2].[C:3]([O:13]C)(=O)[C@H:4]([C:6]1[CH:11]=[CH:10][CH:9]=[CH:8][CH:7]=1)[OH:5].Cl.[Cl-].[Na+], predict the reaction product. (4) The product is: [C:1]([O:5][CH:6]([C:11]1[C:16]([CH3:17])=[CH:15][CH:14]=[C:13]([O:18][S:38]([C:37]([F:50])([F:49])[F:36])(=[O:40])=[O:39])[C:12]=1[C:19]1[CH:20]=[CH:21][C:22]2[O:27][CH2:26][CH2:25][CH2:24][C:23]=2[CH:28]=1)[C:7]([O:9][CH3:10])=[O:8])([CH3:4])([CH3:2])[CH3:3]. Given the reactants [C:1]([O:5][CH:6]([C:11]1[C:16]([CH3:17])=[CH:15][CH:14]=[C:13]([OH:18])[C:12]=1[C:19]1[CH:20]=[CH:21][C:22]2[O:27][CH2:26][CH2:25][CH2:24][C:23]=2[CH:28]=1)[C:7]([O:9][CH3:10])=[O:8])([CH3:4])([CH3:3])[CH3:2].C(N(CC)CC)C.[F:36][C:37]([F:50])([F:49])[S:38](O[S:38]([C:37]([F:50])([F:49])[F:36])(=[O:40])=[O:39])(=[O:40])=[O:39].O, predict the reaction product. (5) The product is: [F:22][C:23]1[CH:30]=[C:29]([O:31][CH3:32])[CH:28]=[C:27]([F:33])[C:24]=1[CH2:25][N:13]1[C:12]2[N:16]=[CH:17][CH:18]=[CH:19][C:11]=2[S:10](=[O:20])(=[O:21])[N:9]([C:4]2[CH:3]=[C:2]([CH3:1])[CH:7]=[C:6]([CH3:8])[N:5]=2)[C:14]1=[O:15]. Given the reactants [CH3:1][C:2]1[CH:7]=[C:6]([CH3:8])[N:5]=[C:4]([N:9]2[C:14](=[O:15])[NH:13][C:12]3[N:16]=[CH:17][CH:18]=[CH:19][C:11]=3[S:10]2(=[O:21])=[O:20])[CH:3]=1.[F:22][C:23]1[CH:30]=[C:29]([O:31][CH3:32])[CH:28]=[C:27]([F:33])[C:24]=1[CH2:25]Br.C([O-])([O-])=O.[K+].[K+].COC1C(C)=CC(N2C(=O)N(CC3C(F)=CC(F)=CC=3F)C3C=CC=CC=3S2(=O)=O)=CC=1C, predict the reaction product. (6) Given the reactants Cl[C:2]1[CH:3]=[C:4]2[C:41](=[CH:42][CH:43]=1)[C@:8]1([CH2:13][CH2:12][N:11]([S:14]([C:17]3[CH:22]=[CH:21][C:20]([CH3:23])=[CH:19][CH:18]=3)(=[O:16])=[O:15])[CH2:10][C@@H:9]1[O:24][CH2:25][C:26]1[CH:27]=[CH:28][C:29]3[O:34][CH2:33][CH2:32][N:31]([CH2:35][CH2:36][CH2:37][O:38][CH3:39])[C:30]=3[CH:40]=1)[O:7][CH2:6][CH2:5]2.C[C:45]([N:47](C)C)=O, predict the reaction product. The product is: [CH3:39][O:38][CH2:37][CH2:36][CH2:35][N:31]1[C:30]2[CH:40]=[C:26]([CH2:25][O:24][C@@H:9]3[C@@:8]4([C:41]5[C:4](=[CH:3][C:2]([C:45]#[N:47])=[CH:43][CH:42]=5)[CH2:5][CH2:6][O:7]4)[CH2:13][CH2:12][N:11]([S:14]([C:17]4[CH:22]=[CH:21][C:20]([CH3:23])=[CH:19][CH:18]=4)(=[O:16])=[O:15])[CH2:10]3)[CH:27]=[CH:28][C:29]=2[O:34][CH2:33][CH2:32]1. (7) Given the reactants [NH2:1][C:2]1[CH:10]=[C:9]([F:11])[CH:8]=[C:7]2[C:3]=1[CH:4]=[N:5][N:6]2[C:12]([C:18]1[CH:23]=[CH:22][C:21]([C:24]([F:27])([F:26])[F:25])=[CH:20][CH:19]=1)([CH2:16][CH3:17])[CH:13]([OH:15])[CH3:14].CCN(CC)CC.[O:35](S(C)(=O)=O)[S:36]([CH3:39])(=O)=[O:37], predict the reaction product. The product is: [F:11][C:9]1[CH:8]=[C:7]2[C:3]([CH:4]=[N:5][N:6]2[C:12]([C:18]2[CH:23]=[CH:22][C:21]([C:24]([F:27])([F:26])[F:25])=[CH:20][CH:19]=2)([CH2:16][CH3:17])[CH:13]([OH:15])[CH3:14])=[C:2]([N:1]([S:36]([CH3:39])(=[O:37])=[O:35])[S:36]([CH3:39])(=[O:37])=[O:35])[CH:10]=1. (8) Given the reactants S(Cl)(Cl)=O.[NH2:5][C@@H:6]([C:10]([OH:12])=[O:11])[CH2:7][CH2:8][CH3:9].[CH3:13]O, predict the reaction product. The product is: [CH3:13][O:11][C:10](=[O:12])[C@@H:6]([CH2:7][CH2:8][CH3:9])[NH2:5]. (9) Given the reactants [CH3:1][O:2][C:3](=[O:18])[CH2:4][CH:5]1[CH2:10][CH2:9][N:8]([C:11]([O:13][C:14]([CH3:17])([CH3:16])[CH3:15])=[O:12])[CH2:7][CH2:6]1.C1(C)C=CC=CC=1.[N+:26]([C:29]1[CH:36]=[CH:35][CH:34]=[CH:33][C:30]=1[CH2:31]Br)([O-:28])=[O:27], predict the reaction product. The product is: [CH3:1][O:2][C:3](=[O:18])[CH:4]([CH:5]1[CH2:6][CH2:7][N:8]([C:11]([O:13][C:14]([CH3:15])([CH3:17])[CH3:16])=[O:12])[CH2:9][CH2:10]1)[CH2:31][C:30]1[CH:33]=[CH:34][CH:35]=[CH:36][C:29]=1[N+:26]([O-:28])=[O:27]. (10) The product is: [Br:1][C:2]1[CH:3]=[CH:4][C:5]2[C:11]3[S:12][C:13]([C:15]([N:17]([C:19]4[CH:20]=[C:21]([C:22](=[O:23])[NH:60][CH2:61][C@H:62]([OH:64])[CH3:63])[CH:25]=[CH:26][C:27]=4[Cl:28])[CH3:18])=[O:16])=[CH:14][C:10]=3[CH2:9][CH2:8][O:7][C:6]=2[CH:29]=1. Given the reactants [Br:1][C:2]1[CH:3]=[CH:4][C:5]2[C:11]3[S:12][C:13]([C:15]([N:17]([C:19]4[CH:20]=[C:21]([CH:25]=[CH:26][C:27]=4[Cl:28])[C:22](O)=[O:23])[CH3:18])=[O:16])=[CH:14][C:10]=3[CH2:9][CH2:8][O:7][C:6]=2[CH:29]=1.CCN=C=NCCCN(C)C.C1C=CC2N(O)N=NC=2C=1.CCN(C(C)C)C(C)C.[NH2:60][CH2:61][C@H:62]([OH:64])[CH3:63], predict the reaction product.